Dataset: Forward reaction prediction with 1.9M reactions from USPTO patents (1976-2016). Task: Predict the product of the given reaction. Given the reactants Cl[CH2:2][C:3]1[CH:8]=[CH:7][C:6]([CH2:9][OH:10])=[CH:5][CH:4]=1.[Cl:11][C:12]1[CH:13]=[CH:14][C:15]([OH:18])=[N:16][CH:17]=1.C(=O)([O-])[O-].[K+].[K+], predict the reaction product. The product is: [Cl:11][C:12]1[CH:13]=[CH:14][C:15](=[O:18])[N:16]([CH2:2][C:3]2[CH:8]=[CH:7][C:6]([CH2:9][OH:10])=[CH:5][CH:4]=2)[CH:17]=1.